From a dataset of Reaction yield outcomes from USPTO patents with 853,638 reactions. Predict the reaction yield, written as a fraction of the theoretical maximum amount of product (1.0 means a 100% yield; for example, 0.34 means a 34% yield). (1) The reactants are [CH2:1]([O:3][C:4]([CH:6]([C:27]([O:29][CH2:30][CH3:31])=[O:28])[O:7][C:8]1[CH:16]=[CH:15][CH:14]=[C:13]2[C:9]=1[CH:10]=[CH:11][N:12]2C(OCC1C=CC=CC=1)=O)=[O:5])[CH3:2].[H][H]. The catalyst is C(O)C.[Pd]. The product is [NH:12]1[C:13]2[C:9](=[C:8]([O:7][CH:6]([C:27]([O:29][CH2:30][CH3:31])=[O:28])[C:4]([O:3][CH2:1][CH3:2])=[O:5])[CH:16]=[CH:15][CH:14]=2)[CH:10]=[CH:11]1. The yield is 0.820. (2) The reactants are [CH3:1][O:2][C:3]([C:5]1[CH:6]=[C:7]2[C:12](=[CH:13][CH:14]=1)[O:11][CH2:10][CH:9](C(O)=O)[CH2:8]2)=[O:4].C1(P([N:32]=[N+]=[N-])(C2C=CC=CC=2)=O)C=CC=CC=1. The catalyst is C(O)(C)(C)C. The product is [CH3:1][O:2][C:3]([C:5]1[CH:6]=[C:7]2[C:12](=[CH:13][CH:14]=1)[O:11][CH2:10][CH:9]([NH2:32])[CH2:8]2)=[O:4]. The yield is 0.290.